Task: Predict the reactants needed to synthesize the given product.. Dataset: Full USPTO retrosynthesis dataset with 1.9M reactions from patents (1976-2016) (1) Given the product [NH2:1][C:2]1[N:7]=[C:6]([C:8]2[N:12]([CH2:13][O:14][CH2:15][CH2:16][Si:17]([CH3:20])([CH3:19])[CH3:18])[C:11]([C:21]3[CH:26]=[C:25]([Cl:27])[CH:24]=[CH:23][C:22]=3[CH3:28])=[C:10]([C:29]([NH2:31])=[O:30])[CH:9]=2)[C:5]([C:34]#[C:33][C:35]2[CH:36]=[CH:37][C:38]([C:41]([N:43]3[CH2:44][CH2:45][N:46]([CH3:49])[CH2:47][CH2:48]3)=[O:42])=[CH:39][CH:40]=2)=[CH:4][N:3]=1, predict the reactants needed to synthesize it. The reactants are: [NH2:1][C:2]1[N:7]=[C:6]([C:8]2[N:12]([CH2:13][O:14][CH2:15][CH2:16][Si:17]([CH3:20])([CH3:19])[CH3:18])[C:11]([C:21]3[CH:26]=[C:25]([Cl:27])[CH:24]=[CH:23][C:22]=3[CH3:28])=[C:10]([C:29]([NH2:31])=[O:30])[CH:9]=2)[C:5](I)=[CH:4][N:3]=1.[C:33]([C:35]1[CH:40]=[CH:39][C:38]([C:41]([N:43]2[CH2:48][CH2:47][N:46]([CH3:49])[CH2:45][CH2:44]2)=[O:42])=[CH:37][CH:36]=1)#[CH:34]. (2) Given the product [C:1]([C:3]1[C:4]([N:15]2[CH2:20][CH2:19][CH:18]([C:21]([N-:23][S:24]([CH2:27][C:28]3[CH:33]=[CH:32][C:31]([CH3:34])=[CH:30][CH:29]=3)(=[O:26])=[O:25])=[O:22])[CH2:17][CH2:16]2)=[N:5][C:6]([CH3:14])=[C:7]([C:8]([O:10][CH2:11][CH3:12])=[O:9])[CH:13]=1)#[N:2].[Na+:36], predict the reactants needed to synthesize it. The reactants are: [C:1]([C:3]1[C:4]([N:15]2[CH2:20][CH2:19][CH:18]([C:21]([NH:23][S:24]([CH2:27][C:28]3[CH:33]=[CH:32][C:31]([CH3:34])=[CH:30][CH:29]=3)(=[O:26])=[O:25])=[O:22])[CH2:17][CH2:16]2)=[N:5][C:6]([CH3:14])=[C:7]([CH:13]=1)[C:8]([O:10][CH2:11][CH3:12])=[O:9])#[N:2].[OH-].[Na+:36]. (3) Given the product [ClH:38].[C:23]([N:27]1[CH2:31][C@@H:30]([C:32]2[CH:33]=[CH:34][C:35]([Cl:38])=[CH:36][CH:37]=2)[C@H:29]([C:39]([N:19]2[CH2:20][CH2:21][C@H:17]([N:8]([CH:5]3[CH2:6][CH2:7][C:2]([CH3:22])([CH3:1])[CH2:3][CH2:4]3)[C:9](=[O:16])[C:10]([CH3:14])([CH3:15])[C:11](=[O:13])[CH3:12])[CH2:18]2)=[O:40])[CH2:28]1)([CH3:26])([CH3:25])[CH3:24], predict the reactants needed to synthesize it. The reactants are: [CH3:1][C:2]1([CH3:22])[CH2:7][CH2:6][CH:5]([N:8]([C@H:17]2[CH2:21][CH2:20][NH:19][CH2:18]2)[C:9](=[O:16])[C:10]([CH3:15])([CH3:14])[C:11](=[O:13])[CH3:12])[CH2:4][CH2:3]1.[C:23]([N:27]1[CH2:31][C@@H:30]([C:32]2[CH:37]=[CH:36][C:35]([Cl:38])=[CH:34][CH:33]=2)[C@H:29]([C:39](O)=[O:40])[CH2:28]1)([CH3:26])([CH3:25])[CH3:24]. (4) The reactants are: [CH:1]1[CH:6]=[C:5]([CH:7]=O)[C:4]([OH:9])=[CH:3][CH:2]=1.[NH:10]1[C:15](=[O:16])[CH2:14][C:13](=[O:17])[NH:12][C:11]1=[O:18]. Given the product [OH:9][C:4]1[CH:3]=[CH:2][CH:1]=[CH:6][C:5]=1[CH:7]=[C:14]1[C:13](=[O:17])[NH:12][C:11](=[O:18])[NH:10][C:15]1=[O:16], predict the reactants needed to synthesize it. (5) The reactants are: C(N(CC)C(C)C)(C)C.[CH3:10][C:11]1([CH3:36])[O:24][C:14]2([CH2:25][NH:26][C:27]([CH:29]3[CH2:34][CH2:33][CH:32]([NH2:35])[CH2:31][CH2:30]3)=[O:28])[O:15][CH2:16][CH:17]3[O:21][C:20]([CH3:23])([CH3:22])[O:19][CH:18]3[CH:13]2[O:12]1.Cl[CH2:38][C:39]([N:41]1[CH2:45][CH2:44][CH2:43][C@H:42]1[C:46]#[N:47])=[O:40]. Given the product [CH3:10][C:11]1([CH3:36])[O:24][C:14]2([CH2:25][NH:26][C:27]([CH:29]3[CH2:30][CH2:31][CH:32]([NH:35][CH2:38][C:39]([N:41]4[CH2:45][CH2:44][CH2:43][CH:42]4[C:46]#[N:47])=[O:40])[CH2:33][CH2:34]3)=[O:28])[O:15][CH2:16][CH:17]3[O:21][C:20]([CH3:22])([CH3:23])[O:19][CH:18]3[CH:13]2[O:12]1, predict the reactants needed to synthesize it. (6) Given the product [Br:1][C:15]1[C:14]([C:17]2[CH:22]=[CH:21][C:20]([F:23])=[CH:19][CH:18]=2)=[N:13][N:12]([CH:9]2[CH2:11][CH2:10]2)[CH:16]=1, predict the reactants needed to synthesize it. The reactants are: [Br:1]N1C(=O)CCC1=O.[CH:9]1([N:12]2[CH:16]=[CH:15][C:14]([C:17]3[CH:22]=[CH:21][C:20]([F:23])=[CH:19][CH:18]=3)=[N:13]2)[CH2:11][CH2:10]1.O.